This data is from Drug-target binding data from BindingDB using IC50 measurements. The task is: Regression. Given a target protein amino acid sequence and a drug SMILES string, predict the binding affinity score between them. We predict pIC50 (pIC50 = -log10(IC50 in M); higher means more potent). Dataset: bindingdb_ic50. (1) The drug is Cn1nnnc1C(/C=C/[C@H]1C[C@H](O)CC(=O)O1)=C(c1ccc(F)cc1)c1ccc(F)cc1. The target protein (P17425) has sequence MPGSLPLNAEACWPKDVGIVALEIYFPSQYVDQAELEKYDGVDAGKYTIGLGQARMGFCTDREDINSLCLTVVQKLMERNSLSYDCIGRLEVGTETIIDKSKSVKSNLMQLFEESGNTDIEGIDTTNACYGGTAAVFNAVNWIESSSWDGRYALVVAGDIAIYASGNARPTGGVGAVALLIGPNAPVIFDRGLRGTHMQHAYDFYKPDMLSEYPVVDGKLSIQCYLSALDRCYSVYRKKIRAQWQKEGKDKDFTLNDFGFMIFHSPYCKLVQKSLARMFLNDFLNDQNRDKNSIYSGLEAFGDVKLEDTYFDRDVEKAFMKASAELFNQKTKASLLVSNQNGNMYTSSVYGSLASVLAQYSPQQLAGKRIGVFSYGSGLAATLYSLKVTQDATPGSALDKITASLCDLKSRLDSRTCVAPDVFAENMKLREDTHHLANYIPQCSIDSLFEGTWYLVRVDEKHRRTYARRPSTNDHSLDEGVGLVHSNTATEHIPSPAKKV.... The pIC50 is 7.7. (2) The drug is Cn1c(=O)c(S(=O)(=O)c2ccc(F)cc2F)cc2cnc(Nc3ccc4[nH]ccc4c3)nc21. The pIC50 is 5.0. The target protein (Q9BXA6) has sequence MSGDKLLSELGYKLGRTIGEGSYSKVKVATSKKYKGTVAIKVVDRRRAPPDFVNKFLPRELSILRGVRHPHIVHVFEFIEVCNGKLYIVMEAAATDLLQAVQRNGRIPGVQARDLFAQIAGAVRYLHDHHLVHRDLKCENVLLSPDERRVKLTDFGFGRQAHGYPDLSTTYCGSAAYASPEVLLGIPYDPKKYDVWSMGVVLYVMVTGCMPFDDSDIAGLPRRQKRGVLYPEGLELSERCKALIAELLQFSPSARPSAGQVARNCWLRAGDSG.